The task is: Binary Classification. Given a drug SMILES string, predict its activity (active/inactive) in a high-throughput screening assay against a specified biological target.. This data is from HIV replication inhibition screening data with 41,000+ compounds from the AIDS Antiviral Screen. (1) The molecule is Nc1ccc(C(=O)NN2C(=O)C(Cl)C2c2ccccc2O)cc1. The result is 0 (inactive). (2) The compound is Cl.N=C1NNC(=O)c2nnc3c(C(=O)O)cnn3c2S1. The result is 0 (inactive). (3) The compound is O=C1CCC(c2ccccc2)=NN1c1nsc2ccccc12. The result is 0 (inactive).